From a dataset of Reaction yield outcomes from USPTO patents with 853,638 reactions. Predict the reaction yield, written as a fraction of the theoretical maximum amount of product (1.0 means a 100% yield; for example, 0.34 means a 34% yield). (1) The catalyst is C(O)C. The product is [CH:24]1[C:23]2[C:17]([NH:16][CH2:15][CH2:14][O:13][C:10]3[CH:9]=[CH:8][C:7]([CH2:6][CH:5]([O:32][CH2:33][CH3:34])[C:4]([OH:35])=[O:3])=[CH:12][CH:11]=3)=[N:18][C:19]3[CH:31]=[CH:30][CH:29]=[CH:28][C:20]=3[S:21][C:22]=2[CH:27]=[CH:26][CH:25]=1. The reactants are C([O:3][C:4](=[O:35])[CH:5]([O:32][CH2:33][CH3:34])[CH2:6][C:7]1[CH:12]=[CH:11][C:10]([O:13][CH2:14][CH2:15][NH:16][C:17]2[C:23]3[CH:24]=[CH:25][CH:26]=[CH:27][C:22]=3[S:21][C:20]3[CH:28]=[CH:29][CH:30]=[CH:31][C:19]=3[N:18]=2)=[CH:9][CH:8]=1)C.[OH-].[Na+]. The yield is 0.870. (2) The reactants are [SH:1][C:2]1[N:10]=[CH:9][CH:8]=[CH:7][C:3]=1[C:4]([OH:6])=[O:5].Br[CH2:12][CH:13]1[CH2:15][CH2:14]1. No catalyst specified. The product is [CH:13]1([CH2:12][S:1][C:2]2[N:10]=[CH:9][CH:8]=[CH:7][C:3]=2[C:4]([OH:6])=[O:5])[CH2:15][CH2:14]1. The yield is 0.880. (3) The reactants are [N:1]12[CH2:8][CH2:7][C:4]([C:9]([C:16]3[S:17][CH:18]=[CH:19][CH:20]=3)([C:11]3[S:12][CH:13]=[CH:14][CH:15]=3)[OH:10])([CH2:5][CH2:6]1)[CH2:3][CH2:2]2.[Br:21][CH2:22][CH2:23][C:24]1[CH:29]=[CH:28][CH:27]=[CH:26][CH:25]=1. No catalyst specified. The product is [Br-:21].[OH:10][C:9]([C:16]1[S:17][CH:18]=[CH:19][CH:20]=1)([C:11]1[S:12][CH:13]=[CH:14][CH:15]=1)[C:4]12[CH2:5][CH2:6][N+:1]([CH2:22][CH2:23][C:24]3[CH:29]=[CH:28][CH:27]=[CH:26][CH:25]=3)([CH2:8][CH2:7]1)[CH2:2][CH2:3]2. The yield is 0.489. (4) The reactants are [BH4-].[Na+].[Cl:3][C:4]1[C:5]([CH:33]=[O:34])=[C:6]([C:29]([F:32])([F:31])[F:30])[CH:7]=[C:8]2[C:13]=1[NH:12][C:11](=[O:14])[N:10]([CH2:15][C:16]1[CH:21]=[C:20]([Cl:22])[CH:19]=[CH:18][C:17]=1[S:23]([CH2:26][CH3:27])(=[O:25])=[O:24])[C:9]2=[O:28].O. The catalyst is C1COCC1. The product is [Cl:3][C:4]1[C:5]([CH2:33][OH:34])=[C:6]([C:29]([F:30])([F:32])[F:31])[CH:7]=[C:8]2[C:13]=1[NH:12][C:11](=[O:14])[N:10]([CH2:15][C:16]1[CH:21]=[C:20]([Cl:22])[CH:19]=[CH:18][C:17]=1[S:23]([CH2:26][CH3:27])(=[O:24])=[O:25])[C:9]2=[O:28]. The yield is 0.900. (5) The reactants are C([O:3][C:4]([CH:6]1[C@H:13]2[CH2:14][CH:8]([CH2:9][CH2:10][CH2:11][CH2:12]2)[N:7]1[S:15]([C:18]1[CH:27]=[CH:26][C:25]2[C:20](=[CH:21][CH:22]=[CH:23][CH:24]=2)[CH:19]=1)(=[O:17])=[O:16])=[O:5])C.[OH-].[Li+]. The catalyst is O1CCCC1.O. The product is [CH:19]1[C:20]2[C:25](=[CH:24][CH:23]=[CH:22][CH:21]=2)[CH:26]=[CH:27][C:18]=1[S:15]([N:7]1[CH:6]([C:4]([OH:5])=[O:3])[C@H:13]2[CH2:14][CH:8]1[CH2:9][CH2:10][CH2:11][CH2:12]2)(=[O:17])=[O:16]. The yield is 0.980.